From a dataset of Catalyst prediction with 721,799 reactions and 888 catalyst types from USPTO. Predict which catalyst facilitates the given reaction. Reactant: Br[CH:2]1[CH2:10][CH2:9][C:5]2[S:6][CH:7]=[CH:8][C:4]=2[C:3]1=[O:11].[Li+].[Br-]. Product: [S:6]1[CH:7]=[CH:8][C:4]2[C:3]([OH:11])=[CH:2][CH:10]=[CH:9][C:5]1=2. The catalyst class is: 3.